Dataset: Forward reaction prediction with 1.9M reactions from USPTO patents (1976-2016). Task: Predict the product of the given reaction. (1) Given the reactants [Br:1][C:2]1[CH:10]=[CH:9][C:5]([C:6]([OH:8])=O)=[C:4]([CH3:11])[N:3]=1.[CH:12]1([C:15]2[CH:16]=[C:17]([CH3:27])[C:18]([N:21]3[CH2:26][CH2:25][NH:24][CH2:23][CH2:22]3)=[N:19][CH:20]=2)[CH2:14][CH2:13]1, predict the reaction product. The product is: [Br:1][C:2]1[N:3]=[C:4]([CH3:11])[C:5]([C:6]([N:24]2[CH2:25][CH2:26][N:21]([C:18]3[C:17]([CH3:27])=[CH:16][C:15]([CH:12]4[CH2:13][CH2:14]4)=[CH:20][N:19]=3)[CH2:22][CH2:23]2)=[O:8])=[CH:9][CH:10]=1. (2) Given the reactants [C:1](=[O:4])([O-])[O-:2].[K+].[K+].N1[CH:11]=[CH:10]N=C1.[CH3:12][S:13]([C:16]1[CH:17]=[C:18]2[C:22](=[CH:23][CH:24]=1)[N:21]([C:25]1[CH:30]=[C:29]([O:31][CH:32]3[CH2:37][CH2:36][NH:35][CH2:34][CH2:33]3)[N:28]=[CH:27][N:26]=1)[CH2:20][CH2:19]2)(=[O:15])=[O:14].[Cl-].[NH4+], predict the reaction product. The product is: [CH3:12][S:13]([C:16]1[CH:17]=[C:18]2[C:22](=[CH:23][CH:24]=1)[N:21]([C:25]1[N:26]=[CH:27][N:28]=[C:29]([O:31][CH:32]3[CH2:37][CH2:36][N:35]([C:1]([O:2][C:10]4([CH3:11])[CH2:23][CH2:24][CH2:16][CH2:17]4)=[O:4])[CH2:34][CH2:33]3)[CH:30]=1)[CH2:20][CH2:19]2)(=[O:15])=[O:14]. (3) Given the reactants [C:1]([C:3]1[N:7]([CH:8]2[CH2:13][CH2:12][N:11]([C:14]([O:16][CH:17]([CH3:19])[CH3:18])=[O:15])[CH2:10][CH2:9]2)[N:6]=[CH:5][C:4]=1[CH2:20][OH:21])#[N:2].[Si:22]([O:29][CH2:30][CH2:31][S:32][C:33]1[CH:38]=[CH:37][C:36](O)=[C:35]([F:40])[CH:34]=1)([C:25]([CH3:28])([CH3:27])[CH3:26])([CH3:24])[CH3:23].C1(P(C2C=CC=CC=2)C2C=CC=CC=2)C=CC=CC=1.N(C(OCC)=O)=NC(OCC)=O, predict the reaction product. The product is: [Si:22]([O:29][CH2:30][CH2:31][S:32][C:33]1[CH:38]=[CH:37][C:36]([O:21][CH2:20][C:4]2[CH:5]=[N:6][N:7]([CH:8]3[CH2:13][CH2:12][N:11]([C:14]([O:16][CH:17]([CH3:19])[CH3:18])=[O:15])[CH2:10][CH2:9]3)[C:3]=2[C:1]#[N:2])=[C:35]([F:40])[CH:34]=1)([C:25]([CH3:28])([CH3:27])[CH3:26])([CH3:24])[CH3:23]. (4) Given the reactants [F:1][C:2]1[C:11]([CH:12]=C)=[C:10]([F:14])[CH:9]=[C:8]2[C:3]=1[CH:4]=[CH:5][CH:6]=[N:7]2.N1C(C)=CC=CC=1C.I([O-])(=O)(=O)=[O:24].[Na+], predict the reaction product. The product is: [F:1][C:2]1[C:11]([CH:12]=[O:24])=[C:10]([F:14])[CH:9]=[C:8]2[C:3]=1[CH:4]=[CH:5][CH:6]=[N:7]2. (5) Given the reactants [CH2:1]([C:5]1[CH:10]=[CH:9][C:8]([C:11]#[C:12][C:13]2[CH:33]=[CH:32][C:16]([CH2:17][NH:18][C:19]3[CH:31]=[CH:30][C:22]4[O:23][C:24]([CH3:29])([CH3:28])[O:25][C:26](=[O:27])[C:21]=4[CH:20]=3)=[CH:15][CH:14]=2)=[CH:7][CH:6]=1)[CH2:2][CH2:3][CH3:4].[C:34]1([CH2:40][CH2:41][CH:42]=O)[CH:39]=[CH:38][CH:37]=[CH:36][CH:35]=1.C(O[BH-](OC(=O)C)OC(=O)C)(=O)C.[Na+], predict the reaction product. The product is: [CH2:1]([C:5]1[CH:6]=[CH:7][C:8]([C:11]#[C:12][C:13]2[CH:33]=[CH:32][C:16]([CH2:17][N:18]([CH2:42][CH2:41][CH2:40][C:34]3[CH:39]=[CH:38][CH:37]=[CH:36][CH:35]=3)[C:19]3[CH:31]=[CH:30][C:22]4[O:23][C:24]([CH3:29])([CH3:28])[O:25][C:26](=[O:27])[C:21]=4[CH:20]=3)=[CH:15][CH:14]=2)=[CH:9][CH:10]=1)[CH2:2][CH2:3][CH3:4].